Dataset: Reaction yield outcomes from USPTO patents with 853,638 reactions. Task: Predict the reaction yield, written as a fraction of the theoretical maximum amount of product (1.0 means a 100% yield; for example, 0.34 means a 34% yield). The reactants are [F:1][C:2]1[CH:3]=[C:4]([CH:19]=[CH:20][CH:21]=1)[CH2:5][O:6][C:7]1[CH:15]=[CH:14][CH:13]=[C:9]([C:10]([OH:12])=O)[C:8]=1[C:16]([OH:18])=O.Cl.[NH2:23][CH:24]1[CH2:30][CH2:29][C:28](=[O:31])[NH:27][C:25]1=[O:26]. The catalyst is N1C=CC=CC=1. The product is [F:1][C:2]1[CH:3]=[C:4]([CH:19]=[CH:20][CH:21]=1)[CH2:5][O:6][C:7]1[CH:15]=[CH:14][CH:13]=[C:9]2[C:8]=1[C:16](=[O:18])[N:23]([CH:24]1[CH2:30][CH2:29][C:28](=[O:31])[NH:27][C:25]1=[O:26])[C:10]2=[O:12]. The yield is 0.890.